From a dataset of Catalyst prediction with 721,799 reactions and 888 catalyst types from USPTO. Predict which catalyst facilitates the given reaction. Reactant: Cl[C:2]1[CH:7]=[C:6]([C:8]2[NH:9][C:10]3[C:15]([CH:16]=2)=[CH:14][CH:13]=[CH:12][CH:11]=3)[CH:5]=[CH:4][N:3]=1.[F:17][C:18]1[CH:23]=[CH:22][C:21]([C:24]2[O:25][C:26]3[CH:36]=[C:35]([N:37]([CH3:42])[S:38]([CH3:41])(=[O:40])=[O:39])[C:34](B4OC(C)(C)C(C)(C)O4)=[CH:33][C:27]=3[C:28]=2[C:29]([NH:31][CH3:32])=[O:30])=[CH:20][CH:19]=1.CC(C1C=C(C(C)C)C(C2C=CC=CC=2P(C2CCCCC2)C2CCCCC2)=C(C(C)C)C=1)C. Product: [NH:9]1[C:10]2[C:15](=[CH:14][CH:13]=[CH:12][CH:11]=2)[CH:16]=[C:8]1[C:6]1[CH:5]=[CH:4][N:3]=[C:2]([C:34]2[C:35]([N:37]([CH3:42])[S:38]([CH3:41])(=[O:40])=[O:39])=[CH:36][C:26]3[O:25][C:24]([C:21]4[CH:22]=[CH:23][C:18]([F:17])=[CH:19][CH:20]=4)=[C:28]([C:29]([NH:31][CH3:32])=[O:30])[C:27]=3[CH:33]=2)[CH:7]=1. The catalyst class is: 333.